Dataset: Full USPTO retrosynthesis dataset with 1.9M reactions from patents (1976-2016). Task: Predict the reactants needed to synthesize the given product. (1) Given the product [CH:31]1[C:32]2[C:27](=[CH:26][C:25]([NH:24][C:10](=[O:12])[C@H:9]([N:8]([CH3:19])[C:6](=[O:7])[O:5][C:1]([CH3:2])([CH3:3])[CH3:4])[C:13]3[CH:18]=[CH:17][CH:16]=[CH:15][CH:14]=3)=[CH:34][CH:33]=2)[CH:28]=[CH:29][N:30]=1, predict the reactants needed to synthesize it. The reactants are: [C:1]([O:5][C:6]([N:8]([CH3:19])[C@H:9]([C:13]1[CH:18]=[CH:17][CH:16]=[CH:15][CH:14]=1)[C:10]([O-:12])=O)=[O:7])([CH3:4])([CH3:3])[CH3:2].C(Cl)CCl.[NH2:24][C:25]1[CH:26]=[C:27]2[C:32](=[CH:33][CH:34]=1)[CH:31]=[N:30][CH:29]=[CH:28]2. (2) Given the product [C:1]([O:5][CH:6]([C:12]1[C:16]([C:17]2[CH:22]([CH3:23])[CH2:21][CH2:20][CH2:19][C:18]=2[CH3:24])=[C:15]([CH3:25])[S:14][C:13]=1[CH3:26])[C:7]([OH:9])=[O:8])([CH3:3])([CH3:4])[CH3:2], predict the reactants needed to synthesize it. The reactants are: [C:1]([O:5][CH:6]([C:12]1[C:16]([C:17]2[CH:22]([CH3:23])[CH2:21][CH2:20][CH2:19][C:18]=2[CH3:24])=[C:15]([CH3:25])[S:14][C:13]=1[CH3:26])[C:7]([O:9]CC)=[O:8])([CH3:4])([CH3:3])[CH3:2].C(OC(C1C(C2CCC(C)(C)CC=2)=C(C)SC=1C)C(O)=O)(C)(C)C. (3) Given the product [OH:17][CH2:1][CH:2]1[CH2:3][CH:4]2[N:9]([C:10]([O:12][C:13]([CH3:16])([CH3:15])[CH3:14])=[O:11])[CH:7]([CH2:6][CH2:5]2)[CH2:8]1, predict the reactants needed to synthesize it. The reactants are: [CH2:1]=[C:2]1[CH2:8][CH:7]2[N:9]([C:10]([O:12][C:13]([CH3:16])([CH3:15])[CH3:14])=[O:11])[CH:4]([CH2:5][CH2:6]2)[CH2:3]1.[OH-:17].[Na+].OO. (4) Given the product [C:1]([N:5]1[C:10](=[O:11])[C:9]([Cl:12])=[C:8]([S:13][CH2:14][C:15]2[CH:20]=[CH:19][C:18]([CH2:21][CH2:22][CH2:23][CH2:24][F:36])=[CH:17][CH:16]=2)[CH:7]=[N:6]1)([CH3:4])([CH3:3])[CH3:2], predict the reactants needed to synthesize it. The reactants are: [C:1]([N:5]1[C:10](=[O:11])[C:9]([Cl:12])=[C:8]([S:13][CH2:14][C:15]2[CH:20]=[CH:19][C:18]([CH2:21][CH2:22][CH2:23][CH2:24]OS(C3C(C)=CC=CC=3)(=O)=O)=[CH:17][CH:16]=2)[CH:7]=[N:6]1)([CH3:4])([CH3:3])[CH3:2].[F-:36].C([N+](CCCC)(CCCC)CCCC)CCC. (5) Given the product [Cl:20][C:7]1[CH:8]=[C:9]2[C:4](=[CH:5][CH:6]=1)[N:3]=[C:2]([N:21]1[CH2:25][CH2:24][CH2:23][CH2:22]1)[C:11]([C:12]#[N:13])=[C:10]2[C:14]1[CH:19]=[CH:18][CH:17]=[CH:16][CH:15]=1, predict the reactants needed to synthesize it. The reactants are: Cl[C:2]1[C:11]([C:12]#[N:13])=[C:10]([C:14]2[CH:19]=[CH:18][CH:17]=[CH:16][CH:15]=2)[C:9]2[C:4](=[CH:5][CH:6]=[C:7]([Cl:20])[CH:8]=2)[N:3]=1.[NH:21]1[CH2:25][CH2:24][CH2:23][CH2:22]1.C(N(CC)CC)C.O. (6) The reactants are: [Cl:1][C:2]1[CH:3]=[CH:4][C:5]([OH:33])=[C:6]([C:8]2[C:12]([C:13]#[C:14][C:15]3[CH:20]=[CH:19][C:18]([NH:21][C:22]([C@H:24]4[CH2:29][CH2:28][CH2:27][CH2:26][NH:25]4)=[O:23])=[CH:17][CH:16]=3)=[CH:11][N:10]([CH2:30][CH2:31][OH:32])[N:9]=2)[CH:7]=1.C(OC(N1CCCC[C@H]1C(=O)NC1C=CC(C#CC2C(C3C=C(Cl)C=CC=3O)=NN(CCO)C=2)=CC=1)=O)(C)(C)C.C(O)(C(F)(F)F)=O. Given the product [Cl:1][C:2]1[CH:3]=[CH:4][C:5]([OH:33])=[C:6]([C:8]2[C:12]([C:13]#[C:14][C:15]3[CH:16]=[CH:17][C:18]([NH:21][C:22]([C@@H:24]4[CH2:29][CH2:28][CH2:27][CH2:26][NH:25]4)=[O:23])=[CH:19][CH:20]=3)=[CH:11][N:10]([CH2:30][CH2:31][OH:32])[N:9]=2)[CH:7]=1, predict the reactants needed to synthesize it.